This data is from Catalyst prediction with 721,799 reactions and 888 catalyst types from USPTO. The task is: Predict which catalyst facilitates the given reaction. (1) Reactant: [C:1]([NH:8][C@H:9]([CH2:18][C:19]1[CH:24]=[CH:23][C:22]([Cl:25])=[CH:21][CH:20]=1)[C:10]([NH:12][N:13]1[CH2:16][CH:15]([OH:17])[CH2:14]1)=[O:11])([O:3][C:4]([CH3:7])([CH3:6])[CH3:5])=[O:2].C(Cl)(=O)C(Cl)=O.CS(C)=O. Product: [C:1]([NH:8][C@H:9]([CH2:18][C:19]1[CH:20]=[CH:21][C:22]([Cl:25])=[CH:23][CH:24]=1)[C:10]([NH:12][N:13]1[CH2:14][C:15](=[O:17])[CH2:16]1)=[O:11])([O:3][C:4]([CH3:6])([CH3:7])[CH3:5])=[O:2]. The catalyst class is: 2. (2) Reactant: [CH3:1][O:2][C:3]1[C:8]([C:9]2[CH:14]=[CH:13][C:12]([C:15]([F:18])([F:17])[F:16])=[CH:11][CH:10]=2)=[CH:7][C:6]([CH2:19][NH2:20])=[CH:5][CH:4]=1.[F:21][C:22]1[CH:27]=[CH:26][C:25]([S:28]([N:31]([CH2:35][C:36](O)=[O:37])[CH:32]([CH3:34])[CH3:33])(=[O:30])=[O:29])=[CH:24][CH:23]=1.CN(C(ON1N=NC2C=CC=NC1=2)=[N+](C)C)C.F[P-](F)(F)(F)(F)F.C(N(CC)C(C)C)(C)C.OS([O-])(=O)=O.[K+]. The catalyst class is: 2. Product: [F:21][C:22]1[CH:23]=[CH:24][C:25]([S:28]([N:31]([CH:32]([CH3:34])[CH3:33])[CH2:35][C:36]([NH:20][CH2:19][C:6]2[CH:7]=[C:8]([C:9]3[CH:14]=[CH:13][C:12]([C:15]([F:17])([F:16])[F:18])=[CH:11][CH:10]=3)[C:3]([O:2][CH3:1])=[CH:4][CH:5]=2)=[O:37])(=[O:29])=[O:30])=[CH:26][CH:27]=1. (3) The catalyst class is: 1. Reactant: [I:1][C:2]1[CH:7]=[CH:6][C:5]([C:8]([F:11])([F:10])[F:9])=[CH:4][C:3]=1[C@H:12]1[O:16][C:15](=[O:17])[NH:14][C@@H:13]1[CH3:18].[H-].[Na+].Br[CH2:22][C:23]1[CH:28]=[C:27]([C:29]([F:32])([F:31])[F:30])[CH:26]=[C:25]([C:33]([F:36])([F:35])[F:34])[CH:24]=1. Product: [F:30][C:29]([F:31])([F:32])[C:27]1[CH:28]=[C:23]([CH:24]=[C:25]([C:33]([F:36])([F:34])[F:35])[CH:26]=1)[CH2:22][N:14]1[C@H:13]([CH3:18])[C@@H:12]([C:3]2[CH:4]=[C:5]([C:8]([F:9])([F:10])[F:11])[CH:6]=[CH:7][C:2]=2[I:1])[O:16][C:15]1=[O:17]. (4) Reactant: [S:1]1[CH:5]=[CH:4][C:3]([CH2:6]C(O)=O)=[CH:2]1.C([N:12]([CH2:15]C)CC)C.C1(P(N=[N+]=[N-])(C2C=CC=CC=2)=[O:24])C=CC=CC=1. Product: [S:1]1[CH:5]=[CH:4][C:3]([CH2:6][N:12]=[C:15]=[O:24])=[CH:2]1. The catalyst class is: 11. (5) Reactant: [Cl:1][C:2]1[CH:12]=[CH:11][C:5]([O:6][CH2:7][C:8]([OH:10])=O)=[C:4]([NH:13][C:14]([NH2:16])=[O:15])[CH:3]=1.[F:17][C:18]1[CH:23]=[CH:22][C:21]([CH2:24][CH2:25][C@@H:26]2[O:31][CH2:30][CH:29]([CH3:32])[NH:28][CH2:27]2)=[CH:20][CH:19]=1.CCN=C=NCCCN(C)C.C1C=CC2N(O)N=NC=2C=1.CCN(C(C)C)C(C)C. Product: [Cl:1][C:2]1[CH:12]=[CH:11][C:5]([O:6][CH2:7][C:8]([N:28]2[CH:29]([CH3:32])[CH2:30][O:31][C@@H:26]([CH2:25][CH2:24][C:21]3[CH:22]=[CH:23][C:18]([F:17])=[CH:19][CH:20]=3)[CH2:27]2)=[O:10])=[C:4]([NH:13][C:14]([NH2:16])=[O:15])[CH:3]=1. The catalyst class is: 46. (6) Reactant: [F:1][C:2]1[CH:3]=[CH:4][C:5]([O:9][C:10]2[CH:15]=[CH:14][CH:13]=[CH:12][CH:11]=2)=[C:6]([NH2:8])[CH:7]=1.[CH3:16][O:17][C:18]1[CH:19]=[CH:20][C:21]([O:26][CH2:27][CH2:28][O:29][S:30]([C:33]2[CH:39]=[CH:38][C:36]([CH3:37])=[CH:35][CH:34]=2)(=[O:32])=[O:31])=[C:22]([CH:25]=1)[CH:23]=O. Product: [F:1][C:2]1[CH:3]=[CH:4][C:5]([O:9][C:10]2[CH:15]=[CH:14][CH:13]=[CH:12][CH:11]=2)=[C:6]([NH:8][CH2:23][C:22]2[CH:25]=[C:18]([O:17][CH3:16])[CH:19]=[CH:20][C:21]=2[O:26][CH2:27][CH2:28][O:29][S:30]([C:33]2[CH:34]=[CH:35][C:36]([CH3:37])=[CH:38][CH:39]=2)(=[O:32])=[O:31])[CH:7]=1. The catalyst class is: 701. (7) Reactant: [Cl:1][C:2]1[N:10]=[C:9]2[C:5]([N:6]=[CH:7][N:8]2[CH:11]([CH2:14][CH3:15])[CH2:12][CH3:13])=[C:4]([NH:16][C:17]2[CH:22]=[CH:21][CH:20]=[CH:19][CH:18]=2)[N:3]=1.[NH2:23][C@H:24]1[CH2:29][CH2:28][C@H:27]([NH2:30])[CH2:26][CH2:25]1. Product: [ClH:1].[ClH:1].[NH2:23][C@H:24]1[CH2:29][CH2:28][C@H:27]([NH:30][C:2]2[N:10]=[C:9]3[C:5]([N:6]=[CH:7][N:8]3[CH:11]([CH2:14][CH3:15])[CH2:12][CH3:13])=[C:4]([NH:16][C:17]3[CH:22]=[CH:21][CH:20]=[CH:19][CH:18]=3)[N:3]=2)[CH2:26][CH2:25]1. The catalyst class is: 69. (8) Reactant: [CH3:1][O:2][C:3]1[CH:4]=[C:5]([CH:8]=[CH:9][CH:10]=1)[CH:6]=[O:7].[CH:11]([Mg]Cl)=[CH2:12]. Product: [CH3:1][O:2][C:3]1[CH:4]=[C:5]([CH:6]([OH:7])[CH:11]=[CH2:12])[CH:8]=[CH:9][CH:10]=1. The catalyst class is: 1. (9) Reactant: C(O[C:4](=[O:28])[CH2:5][C:6]([CH:8]1[CH2:13][N:12]([C:14]([O:16][C:17]([CH3:20])([CH3:19])[CH3:18])=[O:15])[CH:11]([C:21]([O:23][C:24]([CH3:27])([CH3:26])[CH3:25])=[O:22])[CH2:10][CH2:9]1)=O)C.[NH2:29][C:30]1[CH:34]=[CH:33][NH:32][N:31]=1. Product: [OH:28][C:4]1[N:31]2[N:32]=[CH:33][CH:34]=[C:30]2[N:29]=[C:6]([CH:8]2[CH2:13][N:12]([C:14]([O:16][C:17]([CH3:18])([CH3:19])[CH3:20])=[O:15])[CH:11]([C:21]([O:23][C:24]([CH3:25])([CH3:26])[CH3:27])=[O:22])[CH2:10][CH2:9]2)[CH:5]=1. The catalyst class is: 4. (10) Reactant: [CH3:1]C(C)([O-])C.[K+].[C:7]1([C:13]#[C:14][NH:15][C:16]2[CH:21]=[CH:20][C:19]([O:22][C:23]([F:26])([F:25])[F:24])=[CH:18][CH:17]=2)[CH:12]=[CH:11][CH:10]=[CH:9]C=1. Product: [C:13]1([C:14]2[NH:15][C:16]3[C:17]([CH:1]=2)=[CH:18][C:19]([O:22][C:23]([F:24])([F:25])[F:26])=[CH:20][CH:21]=3)[CH:9]=[CH:10][CH:11]=[CH:12][CH:7]=1. The catalyst class is: 264.